Dataset: Forward reaction prediction with 1.9M reactions from USPTO patents (1976-2016). Task: Predict the product of the given reaction. (1) Given the reactants [NH2:1][C:2]1[C:7]([C:8]([F:11])([F:10])[F:9])=[CH:6][CH:5]=[CH:4][C:3]=1[C:12]([C:14]1[CH:19]=[CH:18][CH:17]=[C:16]([OH:20])[CH:15]=1)=O.[CH:21](=O)[CH2:22][CH2:23][CH3:24].C1(S(O)(=O)=O)C=CC=CC=1, predict the reaction product. The product is: [CH2:23]([C:22]1[CH:21]=[N:1][C:2]2[C:3]([C:12]=1[C:14]1[CH:15]=[C:16]([OH:20])[CH:17]=[CH:18][CH:19]=1)=[CH:4][CH:5]=[CH:6][C:7]=2[C:8]([F:11])([F:10])[F:9])[CH3:24]. (2) Given the reactants [CH3:1][O:2][C:3]1[CH:22]=[C:21]([O:23][CH3:24])[CH:20]=[CH:19][C:4]=1[CH2:5][NH:6][CH2:7][CH2:8][CH:9]1[NH:14][CH2:13][CH:12]([C:15]([O:17][CH3:18])=[O:16])[CH2:11][CH2:10]1.C1N=CN([C:30](N2C=NC=C2)=[O:31])C=1, predict the reaction product. The product is: [CH3:1][O:2][C:3]1[CH:22]=[C:21]([O:23][CH3:24])[CH:20]=[CH:19][C:4]=1[CH2:5][N:6]1[CH2:7][CH2:8][CH:9]2[CH2:10][CH2:11][CH:12]([C:15]([O:17][CH3:18])=[O:16])[CH2:13][N:14]2[C:30]1=[O:31].